From a dataset of Reaction yield outcomes from USPTO patents with 853,638 reactions. Predict the reaction yield, written as a fraction of the theoretical maximum amount of product (1.0 means a 100% yield; for example, 0.34 means a 34% yield). (1) The reactants are [CH3:1][C:2]1[CH:3]=[C:4]([CH:11]=[CH:12][C:13]=1[N+:14]([O-:16])=[O:15])[C:5]([O:7][CH2:8][CH:9]=[CH2:10])=[O:6].[Cl:17][C:18]1[CH:25]=[CH:24][CH:23]=[C:22]([F:26])[C:19]=1[CH:20]=[O:21].C1CCN2C(=NCCC2)CC1. The catalyst is CS(C)=O. The product is [Cl:17][C:18]1[CH:25]=[CH:24][CH:23]=[C:22]([F:26])[C:19]=1[CH:20]([OH:21])[CH2:1][C:2]1[CH:3]=[C:4]([CH:11]=[CH:12][C:13]=1[N+:14]([O-:16])=[O:15])[C:5]([O:7][CH2:8][CH:9]=[CH2:10])=[O:6]. The yield is 0.320. (2) The reactants are [C:1]([C:3]1[CH:8]=[CH:7][C:6]([S:9]([C:11]2[CH:12]=[C:13]([C:29]([OH:31])=O)[C:14](=[O:28])[N:15]([C:18]3[CH:23]=[CH:22][CH:21]=[C:20]([C:24]([F:27])([F:26])[F:25])[CH:19]=3)[C:16]=2[CH3:17])=[O:10])=[CH:5][CH:4]=1)#[N:2].CN(C(ON1N=NC2C=CC=NC1=2)=[N+](C)C)C.F[P-](F)(F)(F)(F)F.[CH2:56]([CH2:58][NH2:59])[OH:57].CCN(C(C)C)C(C)C. The catalyst is CN1C(=O)CCC1. The product is [C:1]([C:3]1[CH:8]=[CH:7][C:6]([S:9]([C:11]2[CH:12]=[C:13]([C:29]([NH:59][CH2:58][CH2:56][OH:57])=[O:31])[C:14](=[O:28])[N:15]([C:18]3[CH:23]=[CH:22][CH:21]=[C:20]([C:24]([F:25])([F:26])[F:27])[CH:19]=3)[C:16]=2[CH3:17])=[O:10])=[CH:5][CH:4]=1)#[N:2]. The yield is 0.0400. (3) The reactants are [C:1]([C:5]1[CH:30]=[CH:29][C:8]([C:9]([N:11](C(=O)C2C=CC=C(C=O)C=2)[C:12]2[C:13]([NH2:18])=[CH:14][CH:15]=[CH:16][CH:17]=2)=[O:10])=[CH:7][CH:6]=1)([CH3:4])([CH3:3])[CH3:2].[CH2:31]([OH:33])[CH3:32]. No catalyst specified. The product is [C:1]([C:5]1[CH:30]=[CH:29][C:8]([C:9]([NH:11][C:12]2[C:13]([NH:18][C:9](=[O:10])[C:8]3[CH:7]=[CH:6][CH:5]=[C:32]([CH2:31][OH:33])[CH:29]=3)=[CH:14][CH:15]=[CH:16][CH:17]=2)=[O:10])=[CH:7][CH:6]=1)([CH3:3])([CH3:4])[CH3:2]. The yield is 0.990. (4) The reactants are [N:1]1([C:6]([NH:8][C:9]2[N:14]=[CH:13][N:12]=[C:11]([NH:15][C:16]3[CH:21]=[CH:20][C:19]([NH:22]C(=O)OCC4C=CC=CC=4)=[CH:18][CH:17]=3)[CH:10]=2)=[O:7])[CH2:5][CH2:4][CH2:3][CH2:2]1.[H][H].CCCCCC.C(OCC)(=O)C. The catalyst is O1CCCC1.CO.[C].[Pd]. The product is [NH2:22][C:19]1[CH:18]=[CH:17][C:16]([NH:15][C:11]2[CH:10]=[C:9]([NH:8][C:6]([N:1]3[CH2:5][CH2:4][CH2:3][CH2:2]3)=[O:7])[N:14]=[CH:13][N:12]=2)=[CH:21][CH:20]=1. The yield is 0.710. (5) The reactants are [NH2:1][C:2]1[CH:9]=[CH:8][C:5]([C:6]#[N:7])=[CH:4][C:3]=1[S:10][CH2:11][C:12]1[CH:17]=[CH:16][CH:15]=[CH:14][CH:13]=1.[O:18]1[C:22]2[CH:23]=[CH:24][CH:25]=[CH:26][C:21]=2[CH:20]=[C:19]1[S:27](Cl)(=[O:29])=[O:28]. The catalyst is CN(C1C=CN=CC=1)C.N1C=CC=CC=1. The product is [CH2:11]([S:10][C:3]1[CH:4]=[C:5]([C:6]#[N:7])[CH:8]=[CH:9][C:2]=1[NH:1][S:27]([C:19]1[O:18][C:22]2[CH:23]=[CH:24][CH:25]=[CH:26][C:21]=2[CH:20]=1)(=[O:28])=[O:29])[C:12]1[CH:17]=[CH:16][CH:15]=[CH:14][CH:13]=1. The yield is 0.470. (6) The reactants are [N:1]1[CH:6]=[CH:5][CH:4]=[N:3][C:2]=1[NH:7][CH2:8][CH2:9][CH2:10][N:11]1[C:19]2[C:14](=[CH:15][C:16]([C:20]([O:22]CC)=[O:21])=[CH:17][CH:18]=2)[CH:13]=[N:12]1.[OH-].[Na+]. The catalyst is C(O)C.O. The product is [N:3]1[CH:4]=[CH:5][CH:6]=[N:1][C:2]=1[NH:7][CH2:8][CH2:9][CH2:10][N:11]1[C:19]2[C:14](=[CH:15][C:16]([C:20]([OH:22])=[O:21])=[CH:17][CH:18]=2)[CH:13]=[N:12]1. The yield is 0.890. (7) The reactants are Br[C:2]1[CH:11]=[C:10]2[C:5]([C:6]([C:16]([O:18][CH3:19])=[O:17])=[CH:7][C:8]([C:12]([O:14][CH3:15])=[O:13])=[N:9]2)=[CH:4][CH:3]=1.CC1(C)C(C)(C)OB([C:28]2[CH:33]=[CH:32][C:31]([OH:34])=[CH:30][CH:29]=2)O1.C1(P(C2C=CC=CC=2)C2C=CC=CC=2)C=CC=CC=1.[O-]P([O-])([O-])=O.[K+].[K+].[K+].O. The catalyst is O1CCOCC1.C([O-])(=O)C.[Pd+2].C([O-])(=O)C.CCOC(C)=O. The product is [OH:34][C:31]1[CH:32]=[CH:33][C:28]([C:2]2[CH:11]=[C:10]3[C:5]([C:6]([C:16]([O:18][CH3:19])=[O:17])=[CH:7][C:8]([C:12]([O:14][CH3:15])=[O:13])=[N:9]3)=[CH:4][CH:3]=2)=[CH:29][CH:30]=1. The yield is 0.510. (8) The reactants are [Cl:1][C:2]1[CH:3]=[C:4]2[C:8](=[CH:9][CH:10]=1)[NH:7][CH:6]=[C:5]2[CH2:11][CH2:12][NH:13][C:14](=[O:23])[C:15]1[CH:20]=[CH:19][C:18]([CH2:21]Cl)=[CH:17][CH:16]=1.[O:24]1[CH:28]=[CH:27][C:26](B(O)O)=[CH:25]1.ClCCl.C(=O)([O-])[O-].[Na+].[Na+].[I-].[Na+]. The catalyst is C(COC)OC.O.C1C=CC(P(C2C=CC=CC=2)[C-]2C=CC=C2)=CC=1.C1C=CC(P(C2C=CC=CC=2)[C-]2C=CC=C2)=CC=1.Cl[Pd]Cl.[Fe+2]. The product is [Cl:1][C:2]1[CH:3]=[C:4]2[C:8](=[CH:9][CH:10]=1)[NH:7][CH:6]=[C:5]2[CH2:11][CH2:12][NH:13][C:14](=[O:23])[C:15]1[CH:20]=[CH:19][C:18]([CH2:21][C:26]2[CH:27]=[CH:28][O:24][CH:25]=2)=[CH:17][CH:16]=1. The yield is 0.260. (9) The reactants are [NH2:1][C:2]1[N:7]=[CH:6][C:5]([O:8][C:9]2[CH:10]=[CH:11][C:12]([CH3:25])=[C:13]([NH:15][C:16]([C:18]3[N:22]([CH3:23])[N:21]=[C:20]([CH3:24])[CH:19]=3)=[O:17])[CH:14]=2)=[CH:4][CH:3]=1.[N:26]([C:29]([O:31][CH2:32][CH3:33])=[O:30])=[C:27]=[S:28].CS(C)=O. The catalyst is O. The product is [CH3:23][N:22]1[C:18]([C:16]([NH:15][C:13]2[CH:14]=[C:9]([CH:10]=[CH:11][C:12]=2[CH3:25])[O:8][C:5]2[CH:4]=[CH:3][C:2]([NH:1][C:27]([NH:26][C:29](=[O:30])[O:31][CH2:32][CH3:33])=[S:28])=[N:7][CH:6]=2)=[O:17])=[CH:19][C:20]([CH3:24])=[N:21]1. The yield is 0.940. (10) The reactants are [CH3:1][S:2]([CH3:5])(=[O:4])=[O:3].C([Li])CCC.CCCCCC.[CH2:17]([O:19][C:20]1[CH:21]=[C:22]([CH:25]=[CH:26][C:27]=1[O:28][CH3:29])[C:23]#[N:24])[CH3:18]. The catalyst is C1COCC1.O. The product is [CH2:17]([O:19][C:20]1[CH:21]=[C:22]([C:23]([NH2:24])=[CH:1][S:2]([CH3:5])(=[O:4])=[O:3])[CH:25]=[CH:26][C:27]=1[O:28][CH3:29])[CH3:18]. The yield is 0.830.